From a dataset of Full USPTO retrosynthesis dataset with 1.9M reactions from patents (1976-2016). Predict the reactants needed to synthesize the given product. (1) Given the product [F:18][C:3]1[C:2]([F:1])=[CH:7][CH:6]=[CH:5][C:4]=1[O:8][C:9]1[CH:10]=[CH:11][C:12]([NH2:15])=[CH:13][CH:14]=1, predict the reactants needed to synthesize it. The reactants are: [F:1][C:2]1[CH:7]=[CH:6][CH:5]=[C:4]([O:8][C:9]2[CH:14]=[CH:13][C:12]([N+:15]([O-])=O)=[CH:11][CH:10]=2)[C:3]=1[F:18].O.NN. (2) Given the product [C:1]([O:5][C:6]([N:8]1[CH2:12][CH2:11][C@H:10]([NH:13][CH2:15][CH2:16][CH2:17][CH2:18][O:19][C:20]2[CH:25]=[CH:24][CH:23]=[CH:22][N:21]=2)[CH2:9]1)=[O:7])([CH3:4])([CH3:2])[CH3:3], predict the reactants needed to synthesize it. The reactants are: [C:1]([O:5][C:6]([N:8]1[CH2:12][CH2:11][C@H:10]([NH2:13])[CH2:9]1)=[O:7])([CH3:4])([CH3:3])[CH3:2].Cl[CH2:15][CH2:16][CH2:17][CH2:18][O:19][C:20]1[CH:25]=[CH:24][CH:23]=[CH:22][N:21]=1.C(=O)([O-])[O-].[K+].[K+].[I-].[Na+]. (3) Given the product [Cl:1][C:2]1[CH:3]=[CH:4][C:5]([C@@H:8]2[CH2:10][C@H:9]2[C:11]([O:13][CH3:19])=[O:12])=[CH:6][CH:7]=1, predict the reactants needed to synthesize it. The reactants are: [Cl:1][C:2]1[CH:7]=[CH:6][C:5]([C@@H:8]2[CH2:10][C@H:9]2[C:11]([OH:13])=[O:12])=[CH:4][CH:3]=1.S(=O)(=O)(O)O.[C:19](=O)([O-])[O-].[Na+].[Na+]. (4) Given the product [Cl:13][C:14]1[CH:15]=[CH:16][C:17]([O:23][CH3:24])=[C:18]([CH:22]=1)[C:19]([NH:11][C:8]1[S:9][C:10]2[C:2]([CH3:12])([CH3:1])[O:3][CH2:4][CH2:5][C:6]=2[N:7]=1)=[O:20], predict the reactants needed to synthesize it. The reactants are: [CH3:1][C:2]1([CH3:12])[C:10]2[S:9][C:8]([NH2:11])=[N:7][C:6]=2[CH2:5][CH2:4][O:3]1.[Cl:13][C:14]1[CH:15]=[CH:16][C:17]([O:23][CH3:24])=[C:18]([CH:22]=1)[C:19](O)=[O:20].CCN=C=NCCCN(C)C.Cl.ON1C2C=CC=CC=2N=N1.C(N(CC)CC)C.